From a dataset of Reaction yield outcomes from USPTO patents with 853,638 reactions. Predict the reaction yield, written as a fraction of the theoretical maximum amount of product (1.0 means a 100% yield; for example, 0.34 means a 34% yield). (1) The product is [C:1]([C:3]1[CH:4]=[C:5]([C:13]2[S:17][C:16]([C:18]3[CH:27]=[CH:26][CH:25]=[C:24]4[C:19]=3[CH2:20][CH2:21][CH2:22][C@@H:23]4[NH:28][S:29]([CH2:32][CH2:33][C:34]([NH:40][CH3:39])=[O:36])(=[O:30])=[O:31])=[N:15][N:14]=2)[CH:6]=[CH:7][C:8]=1[O:9][CH:10]([CH3:12])[CH3:11])#[N:2]. The reactants are [C:1]([C:3]1[CH:4]=[C:5]([C:13]2[S:17][C:16]([C:18]3[CH:27]=[CH:26][CH:25]=[C:24]4[C:19]=3[CH2:20][CH2:21][CH2:22][C@@H:23]4[NH:28][S:29]([CH2:32][CH2:33][C:34]([O:36]CC)=O)(=[O:31])=[O:30])=[N:15][N:14]=2)[CH:6]=[CH:7][C:8]=1[O:9][CH:10]([CH3:12])[CH3:11])#[N:2].[CH3:39][NH2:40]. The catalyst is CO. The yield is 0.330. (2) The catalyst is C1COCC1.C(Cl)Cl. The yield is 0.520. The reactants are [Si]([O:8][C:9]([C:11]1[CH:12]=[CH:13][CH:14]=[C:15]2[C:20]=1[N:19]=[C:18]([NH:21][C:22]([CH3:33])([CH3:32])[CH2:23][NH:24][C:25](=[O:31])[O:26][C:27]([CH3:30])([CH3:29])[CH3:28])[C:17]([CH3:34])=[N:16]2)=[CH2:10])(C(C)(C)C)(C)C.[Br:35]N1C(=O)CCC1=O.O. The product is [Br:35][CH2:8][C:9]([C:11]1[CH:12]=[CH:13][CH:14]=[C:15]2[C:20]=1[N:19]=[C:18]([NH:21][C:22]([CH3:33])([CH3:32])[CH2:23][NH:24][C:25](=[O:31])[O:26][C:27]([CH3:30])([CH3:29])[CH3:28])[C:17]([CH3:34])=[N:16]2)=[O:10].